Task: Predict the reaction yield, written as a fraction of the theoretical maximum amount of product (1.0 means a 100% yield; for example, 0.34 means a 34% yield).. Dataset: Reaction yield outcomes from USPTO patents with 853,638 reactions (1) The reactants are [CH3:1][O:2][C:3]1[CH:8]=[CH:7][C:6]([C:9]2[C:17]3[C:12](=[CH:13][CH:14]=[CH:15][CH:16]=3)[N:11]([CH2:18][C:19]3[CH:24]=[CH:23][CH:22]=[C:21]([C:25]([F:28])([F:27])[F:26])[CH:20]=3)[C:10]=2[CH:29]=[O:30])=[CH:5][CH:4]=1.[Si]([C:35]([F:38])([F:37])[F:36])(C)(C)C.CCCC[N+](CCCC)(CCCC)CCCC.[F-]. The catalyst is O1CCCC1. The product is [F:36][C:35]([F:38])([F:37])[CH:29]([C:10]1[N:11]([CH2:18][C:19]2[CH:24]=[CH:23][CH:22]=[C:21]([C:25]([F:26])([F:27])[F:28])[CH:20]=2)[C:12]2[C:17]([C:9]=1[C:6]1[CH:7]=[CH:8][C:3]([O:2][CH3:1])=[CH:4][CH:5]=1)=[CH:16][CH:15]=[CH:14][CH:13]=2)[OH:30]. The yield is 0.210. (2) The reactants are [Si]([O:18][CH2:19][C:20]1[C:21]([N:38]2[CH2:43][C@H:42]([CH3:44])[O:41][C@H:40]([CH3:45])[CH2:39]2)=[C:22]([F:37])[C:23](F)=[C:24]([C:26]([C:29]2[CH:34]=[N:33][C:32](Cl)=[CH:31][N:30]=2)=[N:27][OH:28])[CH:25]=1)(C(C)(C)C)(C1C=CC=CC=1)C1C=CC=CC=1.[CH3:46][S-:47].[Na+].C([O-])([O-])=O.[K+].[K+]. The catalyst is CN(C=O)C.C(OC(=O)C)C. The product is [CH3:44][C@@H:42]1[CH2:43][N:38]([C:21]2[C:20]([CH2:19][OH:18])=[CH:25][C:24]3[C:26]([C:29]4[CH:34]=[N:33][C:32]([S:47][CH3:46])=[CH:31][N:30]=4)=[N:27][O:28][C:23]=3[C:22]=2[F:37])[CH2:39][C@H:40]([CH3:45])[O:41]1. The yield is 0.390. (3) The reactants are [CH3:1][S:2](Cl)(=[O:4])=[O:3].[CH2:6]([O:13][C:14](=[O:23])[C:15]1[CH:20]=[CH:19][C:18]([CH2:21][OH:22])=[CH:17][CH:16]=1)[C:7]1[CH:12]=[CH:11][CH:10]=[CH:9][CH:8]=1.C(N(CC)CC)C. The catalyst is ClCCl.[Cl-].[Na+].O. The product is [CH2:6]([O:13][C:14](=[O:23])[C:15]1[CH:16]=[CH:17][C:18]([CH2:21][O:22][S:2]([CH3:1])(=[O:4])=[O:3])=[CH:19][CH:20]=1)[C:7]1[CH:8]=[CH:9][CH:10]=[CH:11][CH:12]=1. The yield is 0.730. (4) The reactants are [F:1][C:2]([F:38])([F:37])[C:3]1[CH:4]=[C:5]([CH:30]=[C:31]([C:33]([F:36])([F:35])[F:34])[CH:32]=1)[CH2:6][N:7]([CH2:14][C:15]1[C:16]([N:21]([CH2:24][CH:25]2[CH2:29][CH2:28][CH2:27][CH2:26]2)[CH2:22][CH3:23])=[N:17][CH:18]=[CH:19][CH:20]=1)[C:8]1[N:9]=[N:10][N:11]([CH3:13])[N:12]=1.[Br:39]N1C(=O)CCC1=O. The catalyst is CN(C=O)C.CCOC(C)=O. The product is [F:34][C:33]([F:36])([F:35])[C:31]1[CH:30]=[C:5]([CH:4]=[C:3]([C:2]([F:37])([F:1])[F:38])[CH:32]=1)[CH2:6][N:7]([CH2:14][C:15]1[C:16]([N:21]([CH2:24][CH:25]2[CH2:29][CH2:28][CH2:27][CH2:26]2)[CH2:22][CH3:23])=[N:17][CH:18]=[C:19]([Br:39])[CH:20]=1)[C:8]1[N:9]=[N:10][N:11]([CH3:13])[N:12]=1. The yield is 0.810. (5) The reactants are I[C:2]1[CH:7]=[CH:6][N:5]=[C:4]([N:8]2[CH:12]=[CH:11][C:10]([C:13]([NH2:15])=[O:14])=[N:9]2)[CH:3]=1.[C:16]([C@:18]1([OH:25])[CH2:22][CH2:21][N:20]([CH3:23])[C:19]1=[O:24])#[CH:17]. No catalyst specified. The product is [OH:25][C@@:18]1([C:16]#[C:17][C:2]2[CH:7]=[CH:6][N:5]=[C:4]([N:8]3[CH:12]=[CH:11][C:10]([C:13]([NH2:15])=[O:14])=[N:9]3)[CH:3]=2)[CH2:22][CH2:21][N:20]([CH3:23])[C:19]1=[O:24]. The yield is 0.670. (6) The reactants are [CH3:1][C:2]1([CH3:21])[C:7]2[CH:8]=[C:9]([C:12]3[S:16][C:15]([C:17]#[N:18])=[CH:14][C:13]=3[CH3:19])[CH:10]=[CH:11][C:6]=2[NH:5][C:4](=O)[O:3]1.COC1C=CC(P2(SP(C3C=CC(OC)=CC=3)(=S)S2)=[S:31])=CC=1. The catalyst is C1(C)C=CC=CC=1. The product is [CH3:1][C:2]1([CH3:21])[C:7]2[CH:8]=[C:9]([C:12]3[S:16][C:15]([C:17]#[N:18])=[CH:14][C:13]=3[CH3:19])[CH:10]=[CH:11][C:6]=2[NH:5][C:4](=[S:31])[O:3]1. The yield is 0.460. (7) The reactants are CC([O-])(C)C.[K+].CC1C=CC(S([CH2:17][N+:18]#[C-])(=O)=O)=CC=1.[Cl:20][C:21]1[CH:22]=[C:23]([CH:26]=[CH:27][C:28]=1[O:29][CH3:30])[CH:24]=O.CO. The catalyst is C1COCC1.O. The product is [Cl:20][C:21]1[CH:22]=[C:23]([CH2:24][C:17]#[N:18])[CH:26]=[CH:27][C:28]=1[O:29][CH3:30]. The yield is 0.830.